This data is from Full USPTO retrosynthesis dataset with 1.9M reactions from patents (1976-2016). The task is: Predict the reactants needed to synthesize the given product. Given the product [F:16][C:13]([F:14])([F:15])[C:9]1[CH:8]=[C:7]([N:6]2[C:4](=[O:5])[C:3]3[C:2](=[CH:20][CH:19]=[CH:18][CH:17]=3)[NH:1][CH:30]2[C:24]2[CH:25]=[N:26][C:27]([O:28][CH3:29])=[C:22]([Br:21])[CH:23]=2)[CH:12]=[CH:11][CH:10]=1, predict the reactants needed to synthesize it. The reactants are: [NH2:1][C:2]1[CH:20]=[CH:19][CH:18]=[CH:17][C:3]=1[C:4]([NH:6][C:7]1[CH:12]=[CH:11][CH:10]=[C:9]([C:13]([F:16])([F:15])[F:14])[CH:8]=1)=[O:5].[Br:21][C:22]1[CH:23]=[C:24]([CH:30]=O)[CH:25]=[N:26][C:27]=1[O:28][CH3:29].C12(CS(O)(=O)=O)C(C)(C)C(CC1)CC2=O.O.